This data is from Catalyst prediction with 721,799 reactions and 888 catalyst types from USPTO. The task is: Predict which catalyst facilitates the given reaction. (1) Reactant: Cl.[CH3:2][N:3]([CH3:12])[C:4]([C@@H:6]1[CH2:10][C@@H:9]([OH:11])[CH2:8][NH:7]1)=[O:5].[S:13]1[C:17]2[CH:18]=[CH:19][CH:20]=[CH:21][C:16]=2[N:15]=[C:14]1[C:22]1(Cl)[C:30]2[C:25](=[CH:26][CH:27]=[C:28]([Cl:31])[CH:29]=2)[NH:24][C:23]1=[O:32].C1COCC1.CCN(C(C)C)C(C)C. Product: [CH3:2][N:3]([CH3:12])[C:4]([C@@H:6]1[CH2:10][C@@H:9]([OH:11])[CH2:8][N:7]1[C:22]1([C:14]2[S:13][C:17]3[CH:18]=[CH:19][CH:20]=[CH:21][C:16]=3[N:15]=2)[C:30]2[C:25](=[CH:26][CH:27]=[C:28]([Cl:31])[CH:29]=2)[NH:24][C:23]1=[O:32])=[O:5]. The catalyst class is: 46. (2) Reactant: [F:1][C:2]([F:30])([C:20]1[CH:21]=[N:22][C:23]([C:26]([F:29])([F:28])[F:27])=[CH:24][CH:25]=1)[CH2:3][N:4]1[CH2:9][CH2:8][CH:7]([NH:10][C:11]2[C:12]3[CH:19]=[CH:18][NH:17][C:13]=3[N:14]=[CH:15][N:16]=2)[CH2:6][CH2:5]1.[ClH:31].CCOCC. Product: [ClH:31].[F:30][C:2]([F:1])([C:20]1[CH:21]=[N:22][C:23]([C:26]([F:28])([F:29])[F:27])=[CH:24][CH:25]=1)[CH2:3][N:4]1[CH2:9][CH2:8][CH:7]([NH:10][C:11]2[C:12]3[CH:19]=[CH:18][NH:17][C:13]=3[N:14]=[CH:15][N:16]=2)[CH2:6][CH2:5]1. The catalyst class is: 5. (3) Reactant: [OH2:1].[OH-:2].[Li+].[CH2:4]1[CH2:8]O[CH2:6][CH2:5]1.[CH3:9][OH:10].C[CH2:12][O:13][C:14]([CH3:16])=O. Product: [OH:1][C:4]1[CH:8]=[CH:6][CH:5]=[C:4]2[C:5]=1[CH:6]=[C:14]([O:13][CH3:12])[C:16]([C:9]([OH:10])=[O:2])=[CH:8]2. The catalyst class is: 6. (4) Reactant: Br[C:2]1[C:3](=[O:14])[N:4]([CH:9]2[CH2:13][CH2:12][CH2:11][CH2:10]2)[N:5]([CH3:8])[C:6]=1[CH3:7].[OH-:15].[K+]. Product: [CH:9]1([N:4]2[C:3](=[O:14])[C:2]([OH:15])=[C:6]([CH3:7])[N:5]2[CH3:8])[CH2:13][CH2:12][CH2:11][CH2:10]1. The catalyst class is: 5. (5) Reactant: [Cl:1][C:2]1[C:10]([F:11])=[CH:9][C:5]([C:6]([OH:8])=O)=[C:4]([NH:12][C:13](=O)[CH2:14][CH3:15])[CH:3]=1.P(OC1C=CC=CC=1)(OC1C=CC=CC=1)OC1C=CC=CC=1.[CH2:39]([NH2:47])[CH2:40][C:41]1[CH:46]=[CH:45][CH:44]=[CH:43][CH:42]=1. Product: [Cl:1][C:2]1[CH:3]=[C:4]2[C:5]([C:6](=[O:8])[N:47]([CH2:39][CH2:40][C:41]3[CH:46]=[CH:45][CH:44]=[CH:43][CH:42]=3)[C:13]([CH2:14][CH3:15])=[N:12]2)=[CH:9][C:10]=1[F:11]. The catalyst class is: 300. (6) Reactant: [N:1]1[CH:6]=[CH:5][C:4]([NH2:7])=[N:3][CH:2]=1.[N+:8]([C:11]1[CH:16]=[CH:15][C:14]([S:17](Cl)(=[O:19])=[O:18])=[CH:13][CH:12]=1)([O-:10])=[O:9]. Product: [N+:8]([C:11]1[CH:12]=[CH:13][C:14]([S:17]([NH:7][C:4]2[CH:5]=[CH:6][N:1]=[CH:2][N:3]=2)(=[O:19])=[O:18])=[CH:15][CH:16]=1)([O-:10])=[O:9]. The catalyst class is: 17.